Dataset: Reaction yield outcomes from USPTO patents with 853,638 reactions. Task: Predict the reaction yield, written as a fraction of the theoretical maximum amount of product (1.0 means a 100% yield; for example, 0.34 means a 34% yield). (1) The reactants are [N+:1]([C:4]1[CH:12]=[C:11]2[C:7]([CH:8]=[N:9][NH:10]2)=[CH:6][CH:5]=1)([O-])=O. The catalyst is CO.[Pd]. The product is [NH:10]1[C:11]2[C:7](=[CH:6][CH:5]=[C:4]([NH2:1])[CH:12]=2)[CH:8]=[N:9]1. The yield is 0.940. (2) The reactants are [Cl:1][C:2]1[CH:3]=[C:4]([CH:8]=[CH:9][C:10]=1[N:11]1[C:19]2[CH2:18][CH2:17][CH2:16][CH2:15][C:14]=2[CH:13]=[CH:12]1)[C:5]([OH:7])=O.CN(C(ON1N=NC2C=CC=CC1=2)=[N+](C)C)C.[B-](F)(F)(F)F.C(N(C(C)C)CC)(C)C.[Cl:51][C:52]1[CH:63]=[CH:62][C:55]2[NH:56][C:57]([C@@H:59]([NH2:61])[CH3:60])=[N:58][C:54]=2[CH:53]=1.ClCCl.C(O)C.N.ClCl. The catalyst is O1CCCC1. The product is [Cl:1][C:2]1[CH:3]=[C:4]([CH:8]=[CH:9][C:10]=1[N:11]1[C:19]2[CH2:18][CH2:17][CH2:16][CH2:15][C:14]=2[CH:13]=[CH:12]1)[C:5]([NH:61][C@H:59]([C:57]1[NH:56][C:55]2[CH:62]=[CH:63][C:52]([Cl:51])=[CH:53][C:54]=2[N:58]=1)[CH3:60])=[O:7]. The yield is 0.250. (3) The reactants are [NH2:1][C:2]1[C:3]([CH3:9])=[CH:4][C:5]([OH:8])=[CH:6][CH:7]=1.[H-].[Na+].[CH2:12](Br)[C:13]1[CH:18]=[CH:17][CH:16]=[CH:15][CH:14]=1.O. The catalyst is CS(C)=O.CCCCCC.C(OCC)(=O)C.C(OCC)C.O1CCCC1. The product is [CH2:12]([O:8][C:5]1[CH:6]=[CH:7][C:2]([NH2:1])=[C:3]([CH3:9])[CH:4]=1)[C:13]1[CH:18]=[CH:17][CH:16]=[CH:15][CH:14]=1. The yield is 0.756. (4) The reactants are [NH2:1][C:2]1[CH:6]=[CH:5][NH:4][C:3]=1[C:7]([O:9][CH2:10][CH3:11])=[O:8].[Cl:12][C:13]1[C:14]([F:30])=[CH:15][C:16]2[N:20]=[C:19]([S:21][C:22]3[O:26][C:25]([CH:27]=O)=[CH:24][CH:23]=3)[NH:18][C:17]=2[CH:29]=1.[C:31]1(=O)[CH2:36][CH2:35][CH2:34][C:33](=[O:37])[CH2:32]1. The catalyst is C(O)CCC. The product is [CH2:10]([O:9][C:7]([C:3]1[NH:4][CH:5]=[C:6]2[CH:27]([C:25]3[O:26][C:22]([S:21][C:19]4[NH:18][C:17]5[CH:29]=[C:13]([Cl:12])[C:14]([F:30])=[CH:15][C:16]=5[N:20]=4)=[CH:23][CH:24]=3)[C:32]3[C:33](=[O:37])[CH2:34][CH2:35][CH2:36][C:31]=3[NH:1][C:2]=12)=[O:8])[CH3:11]. The yield is 0.550. (5) The reactants are [Cl:1][C:2]1[CH:8]=[CH:7][C:5]([NH2:6])=[CH:4][C:3]=1[C:9]([F:12])([F:11])[F:10].CCN(CC)CC.[C:20](Cl)([C:22]([CH3:25])([CH3:24])[CH3:23])=[O:21]. The catalyst is C1COCC1.O. The product is [Cl:1][C:2]1[CH:8]=[CH:7][C:5]([NH:6][C:20](=[O:21])[C:22]([CH3:25])([CH3:24])[CH3:23])=[CH:4][C:3]=1[C:9]([F:10])([F:11])[F:12]. The yield is 0.600.